From a dataset of Forward reaction prediction with 1.9M reactions from USPTO patents (1976-2016). Predict the product of the given reaction. (1) Given the reactants Br[C:2]1[N:3]([CH2:21][CH:22]([NH:27][C:28]([O:30][C:31]([CH3:34])([CH3:33])[CH3:32])=[O:29])[C:23]([O:25]C)=[O:24])[C:4]2[C:9]([C:10]=1[CH:11]1[CH2:16][CH2:15][CH2:14][CH2:13][CH2:12]1)=[CH:8][CH:7]=[C:6]([C:17]([O:19][CH3:20])=[O:18])[CH:5]=2.CC1(C)C(C)(C)OB([C:43]2[CH:49]=[CH:48][CH:47]=[CH:46][C:44]=2[NH2:45])O1.[O-]P([O-])([O-])=O.[K+].[K+].[K+].C1(P(C2CCCCC2)C2C=CC=CC=2C2C(OC)=CC=CC=2OC)CCCCC1.Cl.[Li+].[OH-], predict the reaction product. The product is: [NH2:45][C:44]1[CH:46]=[CH:47][CH:48]=[CH:49][C:43]=1[C:2]1[N:3]([CH2:21][C@@H:22]([C:23]([OH:25])=[O:24])[NH:27][C:28]([O:30][C:31]([CH3:34])([CH3:33])[CH3:32])=[O:29])[C:4]2[C:9]([C:10]=1[CH:11]1[CH2:12][CH2:13][CH2:14][CH2:15][CH2:16]1)=[CH:8][CH:7]=[C:6]([C:17]([O:19][CH3:20])=[O:18])[CH:5]=2. (2) Given the reactants [ClH:1].[N+](C1C=CC(C2SC(CCN)=NC=2)=CC=1)([O-])=O.[F:19][C:20]1[CH:25]=[C:24]([F:26])[C:23]([F:27])=[CH:22][C:21]=1[NH:28][C:29](=[O:52])[NH:30][C:31]1[CH:36]=[CH:35][C:34]([C:37]2[S:41][C:40]([CH2:42][CH2:43][NH:44]C(=O)OC(C)(C)C)=[N:39][CH:38]=2)=[CH:33][CH:32]=1.Cl, predict the reaction product. The product is: [ClH:1].[NH2:44][CH2:43][CH2:42][C:40]1[S:41][C:37]([C:34]2[CH:35]=[CH:36][C:31]([NH:30][C:29]([NH:28][C:21]3[CH:22]=[C:23]([F:27])[C:24]([F:26])=[CH:25][C:20]=3[F:19])=[O:52])=[CH:32][CH:33]=2)=[CH:38][N:39]=1. (3) Given the reactants [NH:1]1[CH2:6][CH2:5][O:4][CH2:3][C@@H:2]1[CH2:7][OH:8].C[Si](C)(C)N[Si](C)(C)C.C[Si](C)(C)Cl.Cl[C:24]1[N:29]=[C:28]([S:30][CH2:31][CH3:32])[C:27]([C:33]([NH:35][CH2:36][C:37]2[CH:42]=[CH:41][CH:40]=[C:39]([F:43])[CH:38]=2)=[O:34])=[C:26]([CH3:44])[CH:25]=1.CCN(C(C)C)C(C)C.Cl.C([O-])(O)=O.[Na+], predict the reaction product. The product is: [CH2:31]([S:30][C:28]1[C:27]([C:33]([NH:35][CH2:36][C:37]2[CH:42]=[CH:41][CH:40]=[C:39]([F:43])[CH:38]=2)=[O:34])=[C:26]([CH3:44])[CH:25]=[C:24]([N:1]2[CH2:6][CH2:5][O:4][CH2:3][C@@H:2]2[CH2:7][OH:8])[N:29]=1)[CH3:32]. (4) Given the reactants [CH2:1]([NH:3][C:4]([C:6]1[N:7]=[CH:8][C:9]([CH2:12][C:13]2[CH:30]=[CH:29][C:16]3[CH2:17][CH2:18][N:19](C(OC(C)(C)C)=O)[CH2:20][CH2:21][C:15]=3[CH:14]=2)=[N:10][CH:11]=1)=[O:5])[CH3:2].FC(F)(F)C(O)=O, predict the reaction product. The product is: [CH2:1]([NH:3][C:4]([C:6]1[CH:11]=[N:10][C:9]([CH2:12][C:13]2[CH:30]=[CH:29][C:16]3[CH2:17][CH2:18][NH:19][CH2:20][CH2:21][C:15]=3[CH:14]=2)=[CH:8][N:7]=1)=[O:5])[CH3:2]. (5) The product is: [C:20]([C:24]1[CH:29]=[C:28]([CH2:30][OH:31])[C:27]([CH3:32])=[CH:26][C:25]=1[S:33][C:3]1[C:4](=[O:19])[O:5][C:6]([CH:16]([CH3:17])[CH3:18])([CH2:8][CH2:9][C:10]2[S:11][CH:12]=[C:13]([CH3:15])[N:14]=2)[CH2:7][C:2]=1[OH:1])([CH3:23])([CH3:22])[CH3:21]. Given the reactants [OH:1][C:2]1[CH2:7][C:6]([CH:16]([CH3:18])[CH3:17])([CH2:8][CH2:9][C:10]2[S:11][CH:12]=[C:13]([CH3:15])[N:14]=2)[O:5][C:4](=[O:19])[CH:3]=1.[C:20]([C:24]1[CH:29]=[C:28]([CH2:30][OH:31])[C:27]([CH3:32])=[CH:26][C:25]=1[S:33]S(C1C=CC(C)=CC=1)(=O)=O)([CH3:23])([CH3:22])[CH3:21].C(=O)([O-])[O-].[K+].[K+], predict the reaction product. (6) Given the reactants [F:1][C:2]1[CH:7]=[CH:6][C:5]([C:8]([F:11])([F:10])[F:9])=[CH:4][C:3]=1[OH:12].[Cl:13][C:14]1[CH:19]=[CH:18][C:17]([CH:20](O)[CH2:21][CH2:22][CH2:23][CH2:24][N:25]2[CH2:30][CH2:29][CH:28]([C:31]3[CH:32]=[C:33]([NH:37][C:38](=[O:42])[CH:39]([CH3:41])[CH3:40])[CH:34]=[CH:35][CH:36]=3)[CH2:27][CH2:26]2)=[CH:16][CH:15]=1.Cl, predict the reaction product. The product is: [Cl:13][C:14]1[CH:15]=[CH:16][C:17]([CH:20]([O:12][C:3]2[CH:4]=[C:5]([C:8]([F:10])([F:11])[F:9])[CH:6]=[CH:7][C:2]=2[F:1])[CH2:21][CH2:22][CH2:23][CH2:24][N:25]2[CH2:30][CH2:29][CH:28]([C:31]3[CH:32]=[C:33]([NH:37][C:38](=[O:42])[CH:39]([CH3:40])[CH3:41])[CH:34]=[CH:35][CH:36]=3)[CH2:27][CH2:26]2)=[CH:18][CH:19]=1. (7) Given the reactants C[O:2][C:3](=[O:34])[C@@H:4]([NH:8][C:9]([C:12]1[O:16][N:15]=[C:14]([C:17]2[CH:22]=[CH:21][C:20]([NH:23][C:24]3[S:25][C:26]4[CH:32]=[C:31]([F:33])[CH:30]=[CH:29][C:27]=4[N:28]=3)=[CH:19][CH:18]=2)[CH:13]=1)=[N:10][OH:11])[CH:5]([CH3:7])[CH3:6].[Li+].[OH-], predict the reaction product. The product is: [F:33][C:31]1[CH:30]=[CH:29][C:27]2[N:28]=[C:24]([NH:23][C:20]3[CH:21]=[CH:22][C:17]([C:14]4[CH:13]=[C:12]([C:9]([NH:8][C@@H:4]([CH:5]([CH3:7])[CH3:6])[C:3]([OH:34])=[O:2])=[N:10][OH:11])[O:16][N:15]=4)=[CH:18][CH:19]=3)[S:25][C:26]=2[CH:32]=1. (8) Given the reactants [NH2:1][C:2]1[C:11]2[N:12]=[C:13]([CH2:27][CH2:28][CH3:29])[N:14]([CH2:15][CH2:16][CH2:17][CH2:18][NH:19]C(=O)OC(C)(C)C)[C:10]=2[C:9]2[CH:8]=[CH:7][C:6]([C:30]3[CH:31]=[N:32][CH:33]=[CH:34][CH:35]=3)=[CH:5][C:4]=2[N:3]=1.[OH-].[Na+].C(=O)(O)[O-].[Na+].C(=O)([O-])[O-].[Na+].[Na+].[Cl-].[Na+], predict the reaction product. The product is: [NH2:19][CH2:18][CH2:17][CH2:16][CH2:15][N:14]1[C:10]2[C:9]3[CH:8]=[CH:7][C:6]([C:30]4[CH:31]=[N:32][CH:33]=[CH:34][CH:35]=4)=[CH:5][C:4]=3[N:3]=[C:2]([NH2:1])[C:11]=2[N:12]=[C:13]1[CH2:27][CH2:28][CH3:29]. (9) Given the reactants [Cl:1][C:2]1[CH:7]=[CH:6][CH:5]=[CH:4][C:3]=1[N:8]1[C:12](=[O:13])[NH:11][N:10]=[C:9]1[C:14]1[S:30][C:17]2[C:18]3[CH:26]=[CH:25][C:24]([C:27]([O-:29])=O)=[CH:23][C:19]=3[O:20][CH2:21][CH2:22][C:16]=2[CH:15]=1.O=S(Cl)[Cl:33], predict the reaction product. The product is: [Cl:1][C:2]1[CH:7]=[CH:6][CH:5]=[CH:4][C:3]=1[N:8]1[C:12](=[O:13])[NH:11][N:10]=[C:9]1[C:14]1[S:30][C:17]2[C:18]3[CH:26]=[CH:25][C:24]([C:27]([Cl:33])=[O:29])=[CH:23][C:19]=3[O:20][CH2:21][CH2:22][C:16]=2[CH:15]=1. (10) Given the reactants [Br:1][C:2]1[CH:7]=[CH:6][C:5]([OH:8])=[C:4]([N+:9]([O-:11])=[O:10])[CH:3]=1.[CH2:12](Br)[C:13]1[CH:18]=[CH:17][CH:16]=[CH:15][CH:14]=1.C(=O)([O-])[O-].[Cs+].[Cs+], predict the reaction product. The product is: [Br:1][C:2]1[CH:7]=[CH:6][C:5]([O:8][CH2:12][C:13]2[CH:18]=[CH:17][CH:16]=[CH:15][CH:14]=2)=[C:4]([N+:9]([O-:11])=[O:10])[CH:3]=1.